This data is from Catalyst prediction with 721,799 reactions and 888 catalyst types from USPTO. The task is: Predict which catalyst facilitates the given reaction. (1) Reactant: [C:1]([O:5][C:6]([N:8]([CH3:13])[CH2:9][C:10](O)=[O:11])=[O:7])([CH3:4])([CH3:3])[CH3:2].CN1CCOCC1.ClC(OCC)=O.[NH2:27][NH2:28]. Product: [NH:27]([C:10](=[O:11])[CH2:9][N:8]([CH3:13])[C:6](=[O:7])[O:5][C:1]([CH3:4])([CH3:3])[CH3:2])[NH2:28]. The catalyst class is: 49. (2) Reactant: [F:1][C:2]1[CH:7]=[CH:6][CH:5]=[CH:4][C:3]=1[C:8](=[O:11])[CH2:9]O.C(N(CC)CC)C.F.F.F.C(N(CC)CC)C.[F:29]C(F)(C(F)(F)F)C(F)(F)C(F)(F)S(F)(=O)=O.C(=O)([O-])O.[Na+]. Product: [F:29][CH2:9][C:8]([C:3]1[CH:4]=[CH:5][CH:6]=[CH:7][C:2]=1[F:1])=[O:11]. The catalyst class is: 4.